Dataset: Full USPTO retrosynthesis dataset with 1.9M reactions from patents (1976-2016). Task: Predict the reactants needed to synthesize the given product. (1) The reactants are: [C:1]1([S:7][CH2:8][C@H:9]([NH:14][C:15]2[CH:20]=[CH:19][C:18]([S:21](=[O:24])(=[O:23])[NH2:22])=[CH:17][C:16]=2[S:25]([C:28]([F:31])([F:30])[F:29])(=[O:27])=[O:26])[CH2:10][C:11](O)=[O:12])[CH:6]=[CH:5][CH:4]=[CH:3][CH:2]=1.CN(C(ON1N=NC2C=CC=NC1=2)=[N+](C)C)C.F[P-](F)(F)(F)(F)F.[NH:56]1[CH2:61][CH2:60][O:59][CH2:58][CH2:57]1.CCN(C(C)C)C(C)C. Given the product [O:59]1[CH2:60][CH2:61][N:56]([C:11](=[O:12])[CH2:10][C@@H:9]([NH:14][C:15]2[CH:20]=[CH:19][C:18]([S:21]([NH2:22])(=[O:24])=[O:23])=[CH:17][C:16]=2[S:25]([C:28]([F:31])([F:29])[F:30])(=[O:27])=[O:26])[CH2:8][S:7][C:1]2[CH:6]=[CH:5][CH:4]=[CH:3][CH:2]=2)[CH2:57][CH2:58]1, predict the reactants needed to synthesize it. (2) Given the product [NH2:8][C:4]1[N:5]=[CH:6][N:7]=[C:2]([NH:15][C@H:16]([C:19]2[N:28]([C:29]3[CH:30]=[CH:31][CH:32]=[CH:33][CH:34]=3)[C:27](=[O:35])[C:26]3[C:21](=[CH:22][CH:23]=[CH:24][C:25]=3[F:36])[N:20]=2)[CH2:17][CH3:18])[C:3]=1[C:9]1[N:10]=[N:11][N:12]([CH3:14])[N:13]=1, predict the reactants needed to synthesize it. The reactants are: Cl[C:2]1[N:7]=[CH:6][N:5]=[C:4]([NH2:8])[C:3]=1[C:9]1[N:10]=[N:11][N:12]([CH3:14])[N:13]=1.[NH2:15][C@H:16]([C:19]1[N:28]([C:29]2[CH:34]=[CH:33][CH:32]=[CH:31][CH:30]=2)[C:27](=[O:35])[C:26]2[C:21](=[CH:22][CH:23]=[CH:24][C:25]=2[F:36])[N:20]=1)[CH2:17][CH3:18].CCN(C(C)C)C(C)C.CCOC(C)=O. (3) Given the product [C:46]([O:50][C:51]([N:53]1[CH2:54][CH2:55][CH:56]([N:59]([CH2:60][C:61]2[CH:66]=[CH:65][C:64]([Br:67])=[CH:63][CH:62]=2)[C:12]([C:9]2[CH:8]=[CH:7][C:6]([CH2:1][CH2:2][CH2:3][CH2:4][CH3:5])=[CH:11][N:10]=2)=[O:14])[CH2:57][CH2:58]1)=[O:52])([CH3:49])([CH3:47])[CH3:48], predict the reactants needed to synthesize it. The reactants are: [CH2:1]([C:6]1[CH:7]=[CH:8][C:9]([C:12]([OH:14])=O)=[N:10][CH:11]=1)[CH2:2][CH2:3][CH2:4][CH3:5].CN(C(ON1N=NC2C=CC=CC1=2)=[N+](C)C)C.[B-](F)(F)(F)F.CCN(C(C)C)C(C)C.[C:46]([O:50][C:51]([N:53]1[CH2:58][CH2:57][CH:56]([NH:59][CH2:60][C:61]2[CH:66]=[CH:65][C:64]([Br:67])=[CH:63][CH:62]=2)[CH2:55][CH2:54]1)=[O:52])([CH3:49])([CH3:48])[CH3:47]. (4) Given the product [C:25]([O:21][CH2:20][C:17]1[CH:16]=[CH:15][C:6]([CH2:5][O:4][C:1](=[O:3])[CH3:2])=[CH:19][CH:18]=1)(=[O:26])[CH3:24], predict the reactants needed to synthesize it. The reactants are: [C:1]([O:4][C:5](=O)[CH3:6])(=[O:3])[CH3:2].N1C=CC=CC=1.C1(CO)[CH:19]=[CH:18][C:17]([CH2:20][OH:21])=[CH:16][CH:15]=1.[CH3:24][CH2:25][O:26]CC. (5) Given the product [Cl:3][C:4]1[CH:5]=[C:6]([C:14]2[O:18][N:17]=[C:16]([C:19]3[CH:27]=[C:26]4[C:22]([C:23]([CH2:28][CH2:29][C:30]([O:32][C:33]([CH3:34])([CH3:36])[CH3:35])=[O:31])=[CH:24][N:25]4[CH3:38])=[CH:21][CH:20]=3)[N:15]=2)[CH:7]=[CH:8][C:9]=1[O:10][CH:11]([CH3:13])[CH3:12], predict the reactants needed to synthesize it. The reactants are: [H-].[Na+].[Cl:3][C:4]1[CH:5]=[C:6]([C:14]2[O:18][N:17]=[C:16]([C:19]3[CH:27]=[C:26]4[C:22]([C:23]([CH2:28][CH2:29][C:30]([O:32][C:33]([CH3:36])([CH3:35])[CH3:34])=[O:31])=[CH:24][NH:25]4)=[CH:21][CH:20]=3)[N:15]=2)[CH:7]=[CH:8][C:9]=1[O:10][CH:11]([CH3:13])[CH3:12].I[CH3:38]. (6) The reactants are: [O:1]([C:8]1[C:17]2[C:12](=[CH:13][CH:14]=[C:15]([CH:18]=[CH:19][CH2:20][OH:21])[CH:16]=2)[N:11]=[CH:10][N:9]=1)[C:2]1[CH:7]=[CH:6][CH:5]=[CH:4][CH:3]=1.N1C=CC=CC=1.[C:28](Cl)(=[O:30])[CH3:29]. Given the product [O:1]([C:8]1[C:17]2[C:12](=[CH:13][CH:14]=[C:15]([CH:18]=[CH:19][CH2:20][O:21][C:28](=[O:30])[CH3:29])[CH:16]=2)[N:11]=[CH:10][N:9]=1)[C:2]1[CH:3]=[CH:4][CH:5]=[CH:6][CH:7]=1, predict the reactants needed to synthesize it.